From a dataset of Forward reaction prediction with 1.9M reactions from USPTO patents (1976-2016). Predict the product of the given reaction. (1) Given the reactants [NH:1]1[C:9]2[C:4](=[CH:5][CH:6]=[CH:7][CH:8]=2)[C:3]([CH:10]=O)=[N:2]1.[F:12][CH:13]([F:29])[C:14]1[N:18]2[N:19]=[C:20]([N:23]3[CH2:28][CH2:27][NH:26][CH2:25][CH2:24]3)[CH:21]=[CH:22][C:17]2=[N:16][N:15]=1, predict the reaction product. The product is: [F:29][CH:13]([F:12])[C:14]1[N:18]2[N:19]=[C:20]([N:23]3[CH2:24][CH2:25][N:26]([CH2:10][C:3]4[C:4]5[C:9](=[CH:8][CH:7]=[CH:6][CH:5]=5)[NH:1][N:2]=4)[CH2:27][CH2:28]3)[CH:21]=[CH:22][C:17]2=[N:16][N:15]=1. (2) Given the reactants Br[C:2]1[CH:20]=[CH:19][C:5]2[N:6]([CH2:14][CH2:15][N:16]([CH3:18])[CH3:17])[C:7]([CH2:9][C:10]([CH3:13])([CH3:12])[CH3:11])=[N:8][C:4]=2[CH:3]=1.[SH:21][CH:22]1[CH2:25][N:24]([C:26]([O:28][C:29]([CH3:32])([CH3:31])[CH3:30])=[O:27])[CH2:23]1.C(N(CC)C(C)C)(C)C, predict the reaction product. The product is: [CH3:17][N:16]([CH3:18])[CH2:15][CH2:14][N:6]1[C:5]2[CH:19]=[CH:20][C:2]([S:21][CH:22]3[CH2:23][N:24]([C:26]([O:28][C:29]([CH3:32])([CH3:31])[CH3:30])=[O:27])[CH2:25]3)=[CH:3][C:4]=2[N:8]=[C:7]1[CH2:9][C:10]([CH3:13])([CH3:12])[CH3:11]. (3) The product is: [C:1]([O:5][C:6](=[O:24])[NH:7][C:8]1([C:14]2[CH:19]=[CH:18][CH:17]=[C:16]([C:20]([CH3:23])([CH3:22])[CH3:21])[CH:15]=2)[CH2:13][CH2:12][N:11]([C:26]2[N:31]=[CH:30][CH:29]=[CH:28][N:27]=2)[CH2:10][CH2:9]1)([CH3:4])([CH3:3])[CH3:2]. Given the reactants [C:1]([O:5][C:6](=[O:24])[NH:7][C:8]1([C:14]2[CH:19]=[CH:18][CH:17]=[C:16]([C:20]([CH3:23])([CH3:22])[CH3:21])[CH:15]=2)[CH2:13][CH2:12][NH:11][CH2:10][CH2:9]1)([CH3:4])([CH3:3])[CH3:2].Cl[C:26]1[N:31]=[CH:30][CH:29]=[CH:28][N:27]=1.OP([O-])([O-])=O.[K+].[K+].CS(C)=O, predict the reaction product. (4) Given the reactants C(O[C:6]([N:8]1[CH2:12][C:11](=[N:13][O:14][CH3:15])[CH2:10][C@H:9]1[C:16]([OH:18])=O)=[O:7])(C)(C)C.[N:19]1[CH:24]=[CH:23][CH:22]=[CH:21][C:20]=1[C:25]1[CH:33]=[CH:32][C:28](C(O)=O)=[CH:27][CH:26]=1.[C:34]1([NH:40][CH2:41][CH2:42][NH2:43])[CH:39]=[CH:38][CH:37]=[CH:36][CH:35]=1, predict the reaction product. The product is: [NH:40]([CH2:41][CH2:42][NH:43][C:16]([C@@H:9]1[CH2:10][C:11](=[N:13][O:14][CH3:15])[CH2:12][N:8]1[C:6](=[O:7])[C:28]1[CH:27]=[CH:26][C:25]([C:20]2[CH:21]=[CH:22][CH:23]=[CH:24][N:19]=2)=[CH:33][CH:32]=1)=[O:18])[C:34]1[CH:39]=[CH:38][CH:37]=[CH:36][CH:35]=1. (5) The product is: [Cl:13][C:14]1[CH:15]=[C:16]([CH:20]=[CH:21][CH:22]=1)[C:17]([N:12]=[C:10]1[N:9]([CH:24]([CH3:30])[C:25]([OH:27])=[O:26])[C:8]2[C:3]([O:2][CH3:1])=[CH:4][CH:5]=[CH:6][C:7]=2[S:11]1)=[O:18]. Given the reactants [CH3:1][O:2][C:3]1[C:8]2[N:9]=[C:10]([NH2:12])[S:11][C:7]=2[CH:6]=[CH:5][CH:4]=1.[Cl:13][C:14]1[CH:15]=[C:16]([CH:20]=[CH:21][CH:22]=1)[C:17](Cl)=[O:18].Br[CH:24]([CH3:30])[C:25]([O:27]CC)=[O:26].FC1C2N=C(N)SC=2C=C(F)C=1.C1(C)C=CC(C(Cl)=O)=CC=1.BrCC(OCC)=O, predict the reaction product. (6) Given the reactants [CH3:1][C:2]1[C:7]2[C:8]([O:10][C:11]3[C:12]([CH3:23])=[C:13]([O:21][CH3:22])[CH:14]=[C:15]([C:18]([OH:20])=[O:19])[C:16]=3[O:17][C:6]=2[C:5]([CH:24]=[O:25])=[C:4]([OH:26])[CH:3]=1)=[O:9].[Br:27]Br.O, predict the reaction product. The product is: [Br:27][C:3]1[C:4]([OH:26])=[C:5]([CH:24]=[O:25])[C:6]2[O:17][C:16]3[C:15]([C:18]([OH:20])=[O:19])=[CH:14][C:13]([O:21][CH3:22])=[C:12]([CH3:23])[C:11]=3[O:10][C:8](=[O:9])[C:7]=2[C:2]=1[CH3:1].